This data is from Catalyst prediction with 721,799 reactions and 888 catalyst types from USPTO. The task is: Predict which catalyst facilitates the given reaction. (1) Reactant: [F:1][C:2]([F:25])([F:24])[C:3]1[CH:23]=[CH:22][C:6]([CH2:7][O:8][N:9]=[C:10]([C:12]2[CH:21]=[CH:20][C:15]([O:16][CH2:17][C:18]#[N:19])=[CH:14][CH:13]=2)[CH3:11])=[CH:5][CH:4]=1.[N-:26]=[N+:27]=[N-:28].[Na+].[Cl-].[NH4+].O. The catalyst class is: 3. Product: [F:1][C:2]([F:24])([F:25])[C:3]1[CH:4]=[CH:5][C:6]([CH2:7][O:8][N:9]=[C:10]([C:12]2[CH:21]=[CH:20][C:15]([O:16][CH2:17][C:18]3[NH:28][N:27]=[N:26][N:19]=3)=[CH:14][CH:13]=2)[CH3:11])=[CH:22][CH:23]=1. (2) Reactant: [H-].[Al+3].[Li+].[H-].[H-].[H-].C([O:9][C:10](=O)[C:11]1[C:16]([CH3:17])=[CH:15][CH:14]=[N:13][C:12]=1[CH3:18])C. Product: [CH3:18][C:12]1[C:11]([CH2:10][OH:9])=[C:16]([CH3:17])[CH:15]=[CH:14][N:13]=1. The catalyst class is: 1. (3) Reactant: [C:1]1([CH3:14])[CH:6]=[C:5]([CH3:7])[CH:4]=[C:3]([CH3:8])[C:2]=1[S:9]([O:12][NH2:13])(=[O:11])=[O:10].[C:15](#[N:22])[C:16]1[CH:21]=[CH:20][N:19]=[CH:18][CH:17]=1.C(OCC)C. Product: [CH3:8][C:3]1[CH:4]=[C:5]([CH3:7])[CH:6]=[C:1]([CH3:14])[C:2]=1[S:9]([O-:12])(=[O:11])=[O:10].[NH2:13][N+:19]1[CH:20]=[CH:21][C:16]([C:15]#[N:22])=[CH:17][CH:18]=1. The catalyst class is: 4.